The task is: Predict the reactants needed to synthesize the given product.. This data is from Retrosynthesis with 50K atom-mapped reactions and 10 reaction types from USPTO. (1) Given the product CC(=O)COc1ccccc1[N+](=O)[O-], predict the reactants needed to synthesize it. The reactants are: CC(=O)CCl.O=[N+]([O-])c1ccccc1O. (2) Given the product Cc1ccc(S(=O)(=O)N2CCC(OS(C)(=O)=O)CC2)cc1, predict the reactants needed to synthesize it. The reactants are: CS(=O)(=O)Cl.Cc1ccc(S(=O)(=O)N2CCC(O)CC2)cc1. (3) The reactants are: O=Cc1cccc(C2CCCSC2)c1. Given the product OCc1cccc(C2CCCSC2)c1, predict the reactants needed to synthesize it. (4) The reactants are: O=C(c1ccc[nH]1)C1CCCCC1. Given the product c1c[nH]c(CC2CCCCC2)c1, predict the reactants needed to synthesize it. (5) Given the product CC(=O)OC1CC[C@@]2(C)C(=CC[C@H]3[C@@H]4CCC(O)[C@@]4(C)CC[C@@H]32)C1, predict the reactants needed to synthesize it. The reactants are: CC(=O)OC1CC[C@@]2(C)C(=CC[C@H]3[C@@H]4CCC(=O)[C@@]4(C)CC[C@@H]32)C1. (6) Given the product O=[N+]([O-])c1ccc(NCC(F)(F)F)nc1, predict the reactants needed to synthesize it. The reactants are: NCC(F)(F)F.O=[N+]([O-])c1ccc(Cl)nc1.